The task is: Predict which catalyst facilitates the given reaction.. This data is from Catalyst prediction with 721,799 reactions and 888 catalyst types from USPTO. (1) Reactant: C(O[C:4](=[N:6][C:7](=O)[C:8]1[CH:13]=[CH:12][CH:11]=[CH:10][CH:9]=1)[CH3:5])C.Cl.[NH:16]([C:18]1[CH:23]=[CH:22][C:21]([S:24]([NH2:27])(=[O:26])=[O:25])=[CH:20][CH:19]=1)[NH2:17].C(N(CC)CC)C.O. Product: [CH3:5][C:4]1[N:6]=[C:7]([C:8]2[CH:13]=[CH:12][CH:11]=[CH:10][CH:9]=2)[N:16]([C:18]2[CH:23]=[CH:22][C:21]([S:24]([NH2:27])(=[O:25])=[O:26])=[CH:20][CH:19]=2)[N:17]=1. The catalyst class is: 98. (2) Reactant: Cl[C:2]1[C:11]([N:12]([CH:14]([CH3:16])[CH3:15])[CH3:13])=[N:10][C:9]2[C:4](=[CH:5][CH:6]=[C:7]([C:17]([O:19][CH3:20])=[O:18])[CH:8]=2)[N:3]=1.[F:21][C:22]([F:34])([F:33])[O:23][C:24]1[CH:29]=[CH:28][C:27](B(O)O)=[CH:26][CH:25]=1.[O-]P([O-])([O-])=O.[K+].[K+].[K+]. Product: [CH:14]([N:12]([CH3:13])[C:11]1[C:2]([C:27]2[CH:26]=[CH:25][C:24]([O:23][C:22]([F:21])([F:33])[F:34])=[CH:29][CH:28]=2)=[N:3][C:4]2[C:9]([N:10]=1)=[CH:8][C:7]([C:17]([O:19][CH3:20])=[O:18])=[CH:6][CH:5]=2)([CH3:16])[CH3:15]. The catalyst class is: 203. (3) Reactant: C(N(C(C)C)CC)(C)C.CC1C=CC=C(C)C=1C(Cl)=O.[CH3:21][C:22]1[CH:30]=[C:29](C)[CH:28]=[C:27]([CH3:32])[C:23]=1[C:24](Cl)=[O:25].[Cl:33][C:34]1[CH:51]=[CH:50][C:37]([CH2:38][O:39][C:40]2[CH:49]=[CH:48][C:43](/[C:44](=[N:46]/[OH:47])/[NH2:45])=[CH:42][CH:41]=2)=[CH:36][CH:35]=1. Product: [Cl:33][C:34]1[CH:51]=[CH:50][C:37]([CH2:38][O:39][C:40]2[CH:49]=[CH:48][C:43](/[C:44](=[N:46]/[O:47][C:24](=[O:25])[C:23]3[C:27]([CH3:32])=[CH:28][CH:29]=[CH:30][C:22]=3[CH3:21])/[NH2:45])=[CH:42][CH:41]=2)=[CH:36][CH:35]=1. The catalyst class is: 1. (4) Reactant: [OH:1][B:2]1[C:6]2[CH:7]=[C:8]([O:12][C:13]3[CH:18]=[N:17][CH:16]=[CH:15][N:14]=3)[CH:9]=[C:10]([OH:11])[C:5]=2[CH:4]([CH2:19][C:20]([O:22][CH2:23][CH3:24])=[O:21])[O:3]1.I[CH:26]([CH3:28])[CH3:27].[H-].[Na+]. Product: [CH2:23]([O:22][C:20](=[O:21])[CH2:19][CH:4]1[O:3][B:2]([OH:1])[C:6]2[CH:7]=[C:8]([O:12][C:13]3[CH:18]=[N:17][CH:16]=[CH:15][N:14]=3)[CH:9]=[C:10]([O:11][CH:26]([CH3:28])[CH3:27])[C:5]1=2)[CH3:24]. The catalyst class is: 3. (5) Reactant: Cl[C:2](Cl)([O:4]C(=O)OC(Cl)(Cl)Cl)Cl.C(N(CC)CC)C.[NH2:20][CH2:21][C:22]1[CH:27]=[CH:26][CH:25]=[CH:24][C:23]=1[NH:28][C:29](=[O:35])[O:30][C:31]([CH3:34])([CH3:33])[CH3:32].[CH2:36]([C:40]1([C:50]2[CH:55]=[CH:54][CH:53]=[CH:52][CH:51]=2)[C:44]2[CH2:45][NH:46][CH2:47][CH2:48][C:43]=2[C:42](=[O:49])[O:41]1)[CH:37]([CH3:39])[CH3:38].FC1C=CC(C2(CC(C)C)C3CNCCC=3C(=O)O2)=CC=1. Product: [CH2:36]([C:40]1([C:50]2[CH:55]=[CH:54][CH:53]=[CH:52][CH:51]=2)[C:44]2[CH2:45][N:46]([C:2]([NH:20][CH2:21][C:22]3[CH:27]=[CH:26][CH:25]=[CH:24][C:23]=3[NH:28][C:29](=[O:35])[O:30][C:31]([CH3:32])([CH3:34])[CH3:33])=[O:4])[CH2:47][CH2:48][C:43]=2[C:42](=[O:49])[O:41]1)[CH:37]([CH3:39])[CH3:38]. The catalyst class is: 266.